Dataset: Catalyst prediction with 721,799 reactions and 888 catalyst types from USPTO. Task: Predict which catalyst facilitates the given reaction. (1) Reactant: [Cl:1][C:2]1[CH:7]=[CH:6][C:5]([N:8]2[CH:12]=[CH:11][N:10]=[C:9]2[CH:13]=[O:14])=[C:4]([C:15](=[O:26])[C:16]2[CH:21]=[CH:20][CH:19]=[C:18]([O:22][CH3:23])[C:17]=2[O:24][CH3:25])[CH:3]=1.[O:27]1[CH2:31][CH2:30][O:29][CH:28]1[CH2:32][Mg]Br.O.C(OCC)(=O)C. Product: [Cl:1][C:2]1[CH:7]=[CH:6][C:5]([N:8]2[CH:12]=[CH:11][N:10]=[C:9]2[CH:13]([OH:14])[CH2:32][CH:28]2[O:29][CH2:30][CH2:31][O:27]2)=[C:4]([C:15]([C:16]2[CH:21]=[CH:20][CH:19]=[C:18]([O:22][CH3:23])[C:17]=2[O:24][CH3:25])=[O:26])[CH:3]=1. The catalyst class is: 7. (2) Reactant: [NH2:1][C:2]1[C:3]2[C:10]([C:11]3[CH:16]=[CH:15][C:14]([NH:17][C:18]([NH:20][C:21]4[CH:26]=[CH:25][CH:24]=[C:23]([CH3:27])[CH:22]=4)=[O:19])=[CH:13][CH:12]=3)=[C:9]([CH2:28][CH2:29][O:30][Si](C(C)(C)C)(C)C)[S:8][C:4]=2[N:5]=[CH:6][N:7]=1.CCCC[N+](CCCC)(CCCC)CCCC.[F-]. Product: [NH2:1][C:2]1[C:3]2[C:10]([C:11]3[CH:16]=[CH:15][C:14]([NH:17][C:18]([NH:20][C:21]4[CH:26]=[CH:25][CH:24]=[C:23]([CH3:27])[CH:22]=4)=[O:19])=[CH:13][CH:12]=3)=[C:9]([CH2:28][CH2:29][OH:30])[S:8][C:4]=2[N:5]=[CH:6][N:7]=1. The catalyst class is: 1. (3) Reactant: [C:1]([C:5]1[CH:9]=[C:8]([CH2:10][NH2:11])[N:7]([C:12]2[CH:17]=[CH:16][CH:15]=[C:14]([Cl:18])[CH:13]=2)[N:6]=1)([CH3:4])([CH3:3])[CH3:2].[F:19][C:20]1[CH:21]=[C:22]([NH:29][C:30](=O)[O:31]C2C=CC=CC=2)[CH:23]=[CH:24][C:25]=1[CH2:26][CH2:27][OH:28]. Product: [C:1]([C:5]1[CH:9]=[C:8]([CH2:10][NH:11][C:30]([NH:29][C:22]2[CH:23]=[CH:24][C:25]([CH2:26][CH2:27][OH:28])=[C:20]([F:19])[CH:21]=2)=[O:31])[N:7]([C:12]2[CH:17]=[CH:16][CH:15]=[C:14]([Cl:18])[CH:13]=2)[N:6]=1)([CH3:4])([CH3:2])[CH3:3]. The catalyst class is: 23.